This data is from Full USPTO retrosynthesis dataset with 1.9M reactions from patents (1976-2016). The task is: Predict the reactants needed to synthesize the given product. (1) Given the product [ClH:1].[Cl:1][C:2]1[N:6]2[N:7]=[C:8]([NH:21][CH2:20][CH2:19][CH2:18][N:15]3[CH2:16][CH2:17][O:12][CH2:13][CH2:14]3)[CH:9]=[CH:10][C:5]2=[N:4][CH:3]=1, predict the reactants needed to synthesize it. The reactants are: [Cl:1][C:2]1[N:6]2[N:7]=[C:8](Cl)[CH:9]=[CH:10][C:5]2=[N:4][CH:3]=1.[O:12]1[CH2:17][CH2:16][N:15]([CH2:18][CH2:19][CH2:20][NH2:21])[CH2:14][CH2:13]1.Cl. (2) Given the product [OH:1][C:2]1[CH:11]=[C:10]([C:12]([O:14][CH3:15])=[O:13])[C:9]2[C:4](=[CH:5][CH:6]=[CH:7][CH:8]=2)[N:3]=1, predict the reactants needed to synthesize it. The reactants are: [OH:1][C:2]1[CH:11]=[C:10]([C:12]([OH:14])=[O:13])[C:9]2[C:4](=[CH:5][CH:6]=[CH:7][CH:8]=2)[N:3]=1.[CH3:15]O. (3) Given the product [CH3:1][O:2][C:3]([C:4]1[CH:9]=[CH:8][C:7]2[N:10]([CH3:26])[C:11]([NH:14][C:15]3[S:16][C:17]4[CH:23]=[C:22]([F:24])[C:21]([F:25])=[CH:20][C:18]=4[N:19]=3)=[N:12][C:6]=2[CH:5]=1)=[O:13], predict the reactants needed to synthesize it. The reactants are: [CH3:1][O:2][C:3](=[O:13])[C:4]1[CH:9]=[CH:8][C:7]([NH:10][CH3:11])=[C:6]([NH2:12])[CH:5]=1.[NH2:14][C:15]1[S:16][C:17]2[CH:23]=[C:22]([F:24])[C:21]([F:25])=[CH:20][C:18]=2[N:19]=1.[C:26](N1C=CN=C1)(N1C=CN=C1)=S. (4) Given the product [C:29]([O:33][C:34]([NH:36][CH2:10][CH2:11][CH2:12][CH2:13][O:14][C:15]1[C:16]([CH2:26][CH:27]=[CH2:28])=[C:17]2[C:22](=[CH:23][CH:24]=1)[C:21](=[O:25])[CH2:20][CH2:19][CH2:18]2)=[O:35])([CH3:32])([CH3:31])[CH3:30], predict the reactants needed to synthesize it. The reactants are: C(OC(NC[CH2:10][CH2:11][CH2:12][CH2:13][O:14][C:15]1[C:16]([CH2:26][CH:27]=[CH2:28])=[C:17]2[C:22](=[CH:23][CH:24]=1)[C:21](=[O:25])[CH2:20][CH2:19][CH2:18]2)=O)(C)(C)C.[C:29]([O:33][C:34]([NH:36]CCCCO)=[O:35])([CH3:32])([CH3:31])[CH3:30]. (5) The reactants are: [O:1]=[C:2]1CCC[C:8]2NC(=S)C(C#N)=C[C:3]1=2.[NH2:15][C:16]1[CH2:25][CH:24]2[CH:19]([CH2:20][CH2:21][CH2:22][CH2:23]2)[C:18](=[O:26])[CH:17]=1.C(OC)(=O)C#C. Given the product [NH:15]1[C:16]2[CH2:25][CH:24]3[CH2:23][CH2:22][CH2:21][CH2:20][CH:19]3[C:18](=[O:26])[C:17]=2[CH:8]=[CH:3][C:2]1=[O:1], predict the reactants needed to synthesize it. (6) Given the product [ClH:26].[NH2:7][C@@H:8]1[CH2:13][CH2:12][C@H:11]([C:14]([NH2:15])=[O:16])[CH2:10][CH2:9]1, predict the reactants needed to synthesize it. The reactants are: C(OC(=O)[NH:7][C@H:8]1[CH2:13][CH2:12][C@@H:11]([C:14](=[O:16])[NH2:15])[CH2:10][CH2:9]1)(C)(C)C.C(O)(C(F)(F)F)=O.C(Cl)[Cl:26]. (7) The reactants are: [CH:1]1([NH:7][C:8]([C:10]2[C:11](=O)[C:12]3[C:17]([C:18]=2[C:19]2[CH:24]=[CH:23][CH:22]=[CH:21][CH:20]=2)=[CH:16][CH:15]=[C:14]([O:25][CH2:26][CH2:27][N:28]2[CH2:33][CH2:32][O:31][CH2:30][CH2:29]2)[CH:13]=3)=[O:9])[CH2:6][CH2:5][CH2:4][CH2:3][CH2:2]1.Cl.[NH2:36][OH:37].N1C=CC=CC=1. Given the product [CH:1]1([NH:7][C:8]([C:10]2[C:11](=[N:36][OH:37])[C:12]3[C:17]([C:18]=2[C:19]2[CH:20]=[CH:21][CH:22]=[CH:23][CH:24]=2)=[CH:16][CH:15]=[C:14]([O:25][CH2:26][CH2:27][N:28]2[CH2:33][CH2:32][O:31][CH2:30][CH2:29]2)[CH:13]=3)=[O:9])[CH2:2][CH2:3][CH2:4][CH2:5][CH2:6]1, predict the reactants needed to synthesize it.